From a dataset of Full USPTO retrosynthesis dataset with 1.9M reactions from patents (1976-2016). Predict the reactants needed to synthesize the given product. (1) Given the product [Cl:1][C:2]1[CH:7]=[CH:6][C:5]([C:8]2[C:9]([C:30]3[CH:31]=[CH:32][N:33]=[CH:34][CH:35]=3)=[N:10][N:11]3[C:16]([CH:17]4[CH2:22][CH2:21][N:20]([CH2:23][CH3:24])[CH2:19][CH2:18]4)=[C:15]([C:25]([OH:27])=[O:26])[N:14]=[N:13][C:12]=23)=[CH:4][C:3]=1[OH:36], predict the reactants needed to synthesize it. The reactants are: [Cl:1][C:2]1[CH:7]=[CH:6][C:5]([C:8]2[C:9]([C:30]3[CH:35]=[CH:34][N:33]=[CH:32][CH:31]=3)=[N:10][N:11]3[C:16]([CH:17]4[CH2:22][CH2:21][N:20]([CH2:23][CH3:24])[CH2:19][CH2:18]4)=[C:15]([C:25]([O:27]CC)=[O:26])[N:14]=[N:13][C:12]=23)=[CH:4][C:3]=1[O:36]C.B(Br)(Br)Br. (2) The reactants are: [F:1][C:2]1[CH:22]=[CH:21][C:20]([F:23])=[CH:19][C:3]=1[O:4][CH2:5][C:6]1[CH:7]=[N:8][N:9]([CH:13]2[CH2:18][CH2:17][NH:16][CH2:15][CH2:14]2)[C:10]=1[C:11]#[N:12].C(N(CC)CC)C.[C:31](=O)([O:37]C1C=CC([N+]([O-])=O)=CC=1)[O:32][C:33]1([CH3:36])[CH2:35][CH2:34]1. Given the product [C:11]([C:10]1[N:9]([CH:13]2[CH2:18][CH2:17][N:16]([C:31]([O:32][C:33]3([CH3:36])[CH2:35][CH2:34]3)=[O:37])[CH2:15][CH2:14]2)[N:8]=[CH:7][C:6]=1[CH2:5][O:4][C:3]1[CH:19]=[C:20]([F:23])[CH:21]=[CH:22][C:2]=1[F:1])#[N:12], predict the reactants needed to synthesize it. (3) Given the product [CH3:25][O:24][C:21]1[CH:22]=[C:23]2[C:18]([N:17]=[CH:16][C:15](=[O:26])[N:14]2[CH2:13][CH:9]=[O:8])=[CH:19][CH:20]=1, predict the reactants needed to synthesize it. The reactants are: FC(F)(F)C(O)=O.[O:8]1CCO[CH:9]1[CH2:13][N:14]1[C:23]2[C:18](=[CH:19][CH:20]=[C:21]([O:24][CH3:25])[CH:22]=2)[N:17]=[CH:16][C:15]1=[O:26]. (4) Given the product [CH3:1][O:2][C:3](=[O:10])[CH:4]([C:5]([CH:7]1[CH2:9][CH2:8]1)=[O:6])[C:17](=[O:18])[CH2:16][O:15][CH3:14], predict the reactants needed to synthesize it. The reactants are: [CH3:1][O:2][C:3](=[O:10])[CH2:4][C:5]([CH:7]1[CH2:9][CH2:8]1)=[O:6].[Cl-].[Mg+2].[Cl-].[CH3:14][O:15][CH2:16][C:17](O[C:17](=[O:18])[CH2:16][O:15][CH3:14])=[O:18]. (5) Given the product [CH:25]1[CH:24]=[C:23]2[C:21]([C:17]3[C:16]([NH:29][C:28]2=[CH:27][CH:26]=1)=[CH:15][C:14]1[C:12]([C:10]2[C:9]([NH:20][C:19]=1[CH:18]=3)=[CH:8][CH:7]=[CH:6][CH:11]=2)=[O:13])=[O:22], predict the reactants needed to synthesize it. The reactants are: S(=O)(=O)(O)O.[CH:6]1[CH:11]=[C:10]2[C:12]([C:14]3[C:19]([NH:20][C:9]2=[CH:8][CH:7]=1)=[CH:18][C:17]1[C:21]([C:23]2[C:28]([NH:29][C:16]=1[CH:15]=3)=[CH:27][CH:26]=[CH:25][CH:24]=2)=[O:22])=[O:13].C[C:25]1[CH:26]=[CH:27][C:28]2[NH:29][C:16]3[C:17]([C:21](=[O:22])[C:23]=2[CH:24]=1)=[CH:18][C:19]1[NH:20][C:9]2[CH:8]=[CH:7][C:6](C)=[CH:11][C:10]=2[C:12](=[O:13])[C:14]=1[CH:15]=3. (6) Given the product [O:1]1[C:5]2[CH:6]=[CH:7][C:8]([C:10]3[NH:43][C:35]4[N:34]([N:33]=[C:32]([NH:31][CH2:29][CH3:30])[C:36]=4[C:37]4[CH:42]=[CH:41][CH:40]=[CH:39][N:38]=4)[C:12](=[O:14])[CH:11]=3)=[CH:9][C:4]=2[O:3][CH2:2]1, predict the reactants needed to synthesize it. The reactants are: [O:1]1[C:5]2[CH:6]=[CH:7][C:8]([C:10](=O)[CH2:11][C:12]([O:14]CC)=O)=[CH:9][C:4]=2[O:3][CH2:2]1.CC1C=CC(S(O)(=O)=O)=CC=1.[CH2:29]([NH:31][C:32]1[C:36]([C:37]2[CH:42]=[CH:41][CH:40]=[CH:39][N:38]=2)=[C:35]([NH2:43])[NH:34][N:33]=1)[CH3:30]. (7) Given the product [Cl-:11].[CH:1]1([CH2:4][NH2+:5][CH2:6][CH2:7][Cl:11])[CH2:3][CH2:2]1, predict the reactants needed to synthesize it. The reactants are: [CH:1]1([CH2:4][NH:5][CH2:6][CH2:7]O)[CH2:3][CH2:2]1.O=S(Cl)[Cl:11].